This data is from Forward reaction prediction with 1.9M reactions from USPTO patents (1976-2016). The task is: Predict the product of the given reaction. (1) Given the reactants NC1C(C(N)=[O:9])=C(N2CCC(C3N(C)C=C(C4C=CC(F)=C(C(F)(F)F)C=4)N=3)CC2)N=CN=1.[NH2:34][C:35]1[C:40]([C:41]#[N:42])=[C:39]([N:43]2[CH2:48][CH2:47][CH:46]([C:49]3[N:50]([CH2:64][CH2:65][N:66]4[CH2:69][CH2:68][CH2:67]4)[CH:51]=[C:52]([C:54]4[CH:59]=[CH:58][CH:57]=[C:56]([S:60]([CH3:63])(=[O:62])=[O:61])[CH:55]=4)[N:53]=3)[CH2:45][CH2:44]2)[N:38]=[CH:37][N:36]=1, predict the reaction product. The product is: [NH2:34][C:35]1[C:40]([C:41]([NH2:42])=[O:9])=[C:39]([N:43]2[CH2:44][CH2:45][CH:46]([C:49]3[N:50]([CH2:64][CH2:65][N:66]4[CH2:67][CH2:68][CH2:69]4)[CH:51]=[C:52]([C:54]4[CH:59]=[CH:58][CH:57]=[C:56]([S:60]([CH3:63])(=[O:61])=[O:62])[CH:55]=4)[N:53]=3)[CH2:47][CH2:48]2)[N:38]=[CH:37][N:36]=1. (2) Given the reactants [NH2:1][C@:2]1([C:14]([O:16][CH3:17])=[O:15])[CH2:6][CH2:5][C@@H:4]([C:7]2[CH:12]=[CH:11][C:10](Br)=[CH:9][CH:8]=2)[CH2:3]1.[C:18]([OH:27])(=[O:26])[C@@H:19]([C@H:21]([C:23]([OH:25])=[O:24])[OH:22])[OH:20].N1CCCCC1.[CH3:34][O:35][CH2:36][CH2:37][CH2:38][CH2:39][CH2:40][C:41]#C, predict the reaction product. The product is: [NH2:1][C@:2]1([C:14]([O:16][CH3:17])=[O:15])[CH2:6][CH2:5][C@@H:4]([C:7]2[CH:12]=[CH:11][C:10]([C:41]#[C:40][CH2:39][CH2:38][CH2:37][CH2:36][O:35][CH3:34])=[CH:9][CH:8]=2)[CH2:3]1.[C:18]([OH:27])(=[O:26])[C@@H:19]([C@H:21]([C:23]([OH:25])=[O:24])[OH:22])[OH:20]. (3) Given the reactants [Cl:1][C:2]1[CH:7]=[CH:6][C:5]([C:8]2[S:9][C:10]([C@@H:13]([NH:15][C:16]3[N:21]=[C:20]([N:22]4[C@@H:26]([C@@H:27]([OH:29])[CH3:28])[CH2:25][O:24][C:23]4=[O:30])[CH:19]=[CH:18][N:17]=3)[CH3:14])=[CH:11][N:12]=2)=[CH:4][CH:3]=1.CCN(C(C)C)C(C)C.[CH3:40][S:41](Cl)(=[O:43])=[O:42], predict the reaction product. The product is: [CH3:40][S:41]([O:29][C@H:27]([C@H:26]1[CH2:25][O:24][C:23](=[O:30])[N:22]1[C:20]1[CH:19]=[CH:18][N:17]=[C:16]([NH:15][C@H:13]([C:10]2[S:9][C:8]([C:5]3[CH:6]=[CH:7][C:2]([Cl:1])=[CH:3][CH:4]=3)=[N:12][CH:11]=2)[CH3:14])[N:21]=1)[CH3:28])(=[O:43])=[O:42]. (4) Given the reactants [Si:1]([O:8][C@H:9]1[CH2:13][N:12]([C:14]([O:16][C:17]([CH3:20])([CH3:19])[CH3:18])=[O:15])[C@H:11]([CH2:21]OS(C2C=CC(C)=CC=2)(=O)=O)[CH2:10]1)([C:4]([CH3:7])([CH3:6])[CH3:5])([CH3:3])[CH3:2].C([BH-](CC)CC)C.[Li+], predict the reaction product. The product is: [Si:1]([O:8][C@H:9]1[CH2:13][N:12]([C:14]([O:16][C:17]([CH3:20])([CH3:19])[CH3:18])=[O:15])[C@H:11]([CH3:21])[CH2:10]1)([C:4]([CH3:7])([CH3:6])[CH3:5])([CH3:3])[CH3:2]. (5) Given the reactants [Cl:1][C:2]1[C:3]([NH:19][CH2:20][CH2:21][C:22]2[CH:27]=[CH:26][CH:25]=[C:24]([O:28]C)[CH:23]=2)=[N:4][C:5]([NH:8][C:9]2[CH:10]=[C:11]([CH2:15][CH2:16][CH2:17]O)[CH:12]=[CH:13][CH:14]=2)=[N:6][CH:7]=1.B(Br)(Br)[Br:31].C([O-])([O-])=O.[Na+].[Na+], predict the reaction product. The product is: [Br:31][CH2:17][CH2:16][CH2:15][C:11]1[CH:10]=[C:9]([NH:8][C:5]2[N:4]=[C:3]([NH:19][CH2:20][CH2:21][C:22]3[CH:23]=[C:24]([OH:28])[CH:25]=[CH:26][CH:27]=3)[C:2]([Cl:1])=[CH:7][N:6]=2)[CH:14]=[CH:13][CH:12]=1. (6) Given the reactants [Si:1]([O:8][C:9]1([CH3:42])[C:13](=[O:14])[NH:12][C@H:11]([C:15]([N:17]([CH:25]([C:35]2[CH:40]=[CH:39][CH:38]=[CH:37][C:36]=2[Cl:41])[C:26]([NH:28][CH:29]2[CH2:32][C:31]([F:34])([F:33])[CH2:30]2)=[O:27])[C:18]2[CH:23]=[CH:22][CH:21]=[C:20]([F:24])[CH:19]=2)=[O:16])[CH2:10]1)([C:4]([CH3:7])([CH3:6])[CH3:5])([CH3:3])[CH3:2].Br[C:44]1[CH:45]=[C:46]([CH:49]=[CH:50][N:51]=1)[C:47]#[N:48].C([O-])([O-])=O.[Cs+].[Cs+], predict the reaction product. The product is: [Si:1]([O:8][C:9]1([CH3:42])[C:13](=[O:14])[N:12]([C:44]2[CH:45]=[C:46]([C:47]#[N:48])[CH:49]=[CH:50][N:51]=2)[C@H:11]([C:15]([N:17]([CH:25]([C:35]2[CH:40]=[CH:39][CH:38]=[CH:37][C:36]=2[Cl:41])[C:26]([NH:28][CH:29]2[CH2:32][C:31]([F:33])([F:34])[CH2:30]2)=[O:27])[C:18]2[CH:23]=[CH:22][CH:21]=[C:20]([F:24])[CH:19]=2)=[O:16])[CH2:10]1)([C:4]([CH3:7])([CH3:6])[CH3:5])([CH3:3])[CH3:2]. (7) Given the reactants [CH:1]1([S:4]([C:7]2[CH:41]=[CH:40][C:10]([CH2:11][NH:12][C:13]([C:15]3[C:20](=[O:21])[N:19]([C:22]4[CH:27]=[CH:26][CH:25]=[C:24]([C:28]([F:31])([F:30])[F:29])[CH:23]=4)[C:18]([CH3:32])=[C:17](/[CH:33]=[CH:34]/[C:35]([O:37][CH2:38][CH3:39])=[O:36])[CH:16]=3)=[O:14])=[CH:9][CH:8]=2)(=[O:6])=[O:5])[CH2:3][CH2:2]1, predict the reaction product. The product is: [CH:1]1([S:4]([C:7]2[CH:8]=[CH:9][C:10]([CH2:11][NH:12][C:13]([C:15]3[C:20](=[O:21])[N:19]([C:22]4[CH:27]=[CH:26][CH:25]=[C:24]([C:28]([F:29])([F:31])[F:30])[CH:23]=4)[C:18]([CH3:32])=[C:17]([CH2:33][CH2:34][C:35]([O:37][CH2:38][CH3:39])=[O:36])[CH:16]=3)=[O:14])=[CH:40][CH:41]=2)(=[O:5])=[O:6])[CH2:2][CH2:3]1. (8) Given the reactants Cl[C:2](Cl)([O:4]C(=O)OC(Cl)(Cl)Cl)Cl.[F:13][C:14]([F:22])([F:21])[CH:15]([OH:20])[C:16]([F:19])([F:18])[F:17].C(N(CC)C(C)C)(C)C.[O:32]=[C:33]([C:37]1[CH:42]=[C:41]([C:43]([F:46])([F:45])[F:44])[CH:40]=[CH:39][C:38]=1[CH2:47][N:48]1[CH2:53][CH2:52][NH:51][CH2:50][CH2:49]1)[C:34]([OH:36])=[O:35], predict the reaction product. The product is: [F:13][C:14]([F:22])([F:21])[CH:15]([O:20][C:2]([N:51]1[CH2:50][CH2:49][N:48]([CH2:47][C:38]2[CH:39]=[CH:40][C:41]([C:43]([F:44])([F:45])[F:46])=[CH:42][C:37]=2[C:33](=[O:32])[C:34]([OH:36])=[O:35])[CH2:53][CH2:52]1)=[O:4])[C:16]([F:19])([F:18])[F:17]. (9) Given the reactants [F:1][C:2]1[CH:3]=[CH:4][C:5]([NH2:8])=[N:6][CH:7]=1.[Cl:9][CH2:10][C:11](=O)[CH2:12]Cl, predict the reaction product. The product is: [Cl:9][CH2:10][C:11]1[N:8]=[C:5]2[CH:4]=[CH:3][C:2]([F:1])=[CH:7][N:6]2[CH:12]=1. (10) Given the reactants [NH2:1][C@H:2]1[CH2:7][CH2:6][CH2:5][N:4]([C:8]2[S:9][C:10](=[CH:14][C:15]3[CH:16]=[C:17]4[C:21](=[CH:22][CH:23]=3)[N:20]([CH2:24][C:25]3[CH:30]=[CH:29][C:28]([C:31]([F:34])([F:33])[F:32])=[CH:27][C:26]=3[C:35]([F:38])([F:37])[F:36])[N:19]=[CH:18]4)[C:11](=[O:13])[N:12]=2)[CH2:3]1.[F:39][CH:40]([F:50])[CH2:41]OS(C(F)(F)F)(=O)=O.C(=O)([O-])[O-].[K+].[K+], predict the reaction product. The product is: [F:36][C:35]([F:38])([F:37])[C:26]1[CH:27]=[C:28]([C:31]([F:34])([F:32])[F:33])[CH:29]=[CH:30][C:25]=1[CH2:24][N:20]1[C:21]2[C:17](=[CH:16][C:15]([CH:14]=[C:10]3[S:9][C:8]([N:4]4[CH2:5][CH2:6][CH2:7][C@H:2]([NH:1][CH2:41][CH:40]([F:50])[F:39])[CH2:3]4)=[N:12][C:11]3=[O:13])=[CH:23][CH:22]=2)[CH:18]=[N:19]1.